This data is from Experimentally validated miRNA-target interactions with 360,000+ pairs, plus equal number of negative samples. The task is: Binary Classification. Given a miRNA mature sequence and a target amino acid sequence, predict their likelihood of interaction. (1) The miRNA is hsa-miR-555 with sequence AGGGUAAGCUGAACCUCUGAU. The protein sequence of the target gene is MAAPPDLQDEPLSLGSPGSQWFGGRGDGEDEATAVMGARPAQQDGEPAWGSGAGAGVTSSRELCSGPARSPPVAMETASTGMAAVPDALDHSPSSTLKDGEGACYTSLISDVCYPPREDSAYFTGILQKENGHITTSESPEEPETPGPSLPEVPGMEPQGLLSSDSGIEMTPAESTEVNKILADPLDQMKAEAYKYIDITRPQEAKGQEEQHPGLEDKDLDFKDKDTEVSTKAEGVRAPNQPAPVEGKLIKDHLFEESTFAPYIDELSDEQHRVSLVTAPVKITLTEIEPPLMTATQETI.... Result: 0 (no interaction). (2) The miRNA is mmu-miR-133b-3p with sequence UUUGGUCCCCUUCAACCAGCUA. The protein sequence of the target gene is MAGLTDLQRLQARVEELERWVYGPGGARGSRKVADGLVKVQVALGNISSKRERVKILYKKIEDLIKYLDPEYIDRIAIPDASKLQFILAEEQFILSQVALLEQVNALVPMLDSAHIKAVPEHAARLQRLAQIHIQQQDQCVEITEESKALLEEYNKTTMLLSKQFVQWDELLCQLEAATQVKPAEE. Result: 0 (no interaction).